From a dataset of Catalyst prediction with 721,799 reactions and 888 catalyst types from USPTO. Predict which catalyst facilitates the given reaction. (1) The catalyst class is: 26. Reactant: S(=O)(=O)(O)O.[Cl:6][C:7]1[CH:12]=[C:11]([Cl:13])[CH:10]=[CH:9][C:8]=1[C:14]1[CH:19]=[CH:18][C:17]([CH2:20][CH3:21])=[C:16]([CH:22]2[C:24]3([C:28](=[O:29])[C:27]([CH3:31])([CH3:30])[O:26][C:25]3([CH3:33])[CH3:32])[O:23]2)[CH:15]=1. Product: [Cl:6][C:7]1[CH:12]=[C:11]([Cl:13])[CH:10]=[CH:9][C:8]=1[C:14]1[CH:19]=[CH:18][C:17]([CH2:20][CH3:21])=[C:16]([CH:22]2[C:28](=[O:29])[C:27]([CH3:31])([CH3:30])[O:26][C:25]([CH3:33])([CH3:32])[C:24]2=[O:23])[CH:15]=1. (2) Reactant: Br[C:2]1[CH:3]=[C:4]([CH:7]=[O:8])[S:5][CH:6]=1.[CH:9]([Sn](CCCC)(CCCC)CCCC)=[CH2:10]. Product: [CH:9]([C:2]1[CH:3]=[C:4]([CH:7]=[O:8])[S:5][CH:6]=1)=[CH2:10]. The catalyst class is: 11. (3) Reactant: [CH3:1][O:2][C:3]1[CH:8]=[CH:7][CH:6]=[CH:5][N:4]=1.C(NC(C)C)(C)C.C[Li].COCN[C:22](=O)[CH2:23][CH2:24][NH:25][C:26](=[O:32])[O:27][C:28]([CH3:31])([CH3:30])[CH3:29].C[CH2:35][O:36]CC. Product: [CH3:31][C:28]([O:27][C:26](=[O:32])[NH:25][CH2:24][CH2:23][CH2:22][C:35]([C:8]1[C:3]([O:2][CH3:1])=[N:4][CH:5]=[CH:6][CH:7]=1)=[O:36])([CH3:29])[CH3:30]. The catalyst class is: 7. (4) Reactant: [CH:1]([C:4]1[NH:8][C:7]([C:9]([O:11][CH3:12])=[O:10])=[CH:6][CH:5]=1)([CH3:3])[CH3:2].C1C(=O)N([Br:20])C(=O)C1. Product: [Br:20][C:5]1[CH:6]=[C:7]([C:9]([O:11][CH3:12])=[O:10])[NH:8][C:4]=1[CH:1]([CH3:3])[CH3:2]. The catalyst class is: 2. (5) Reactant: Cl[C:2]([O:4][CH2:5][C:6]1[CH:11]=[CH:10][CH:9]=[CH:8][CH:7]=1)=[O:3].[Br:12][C:13]1[CH:14]=[C:15]([C:25]([F:28])([F:27])[F:26])[C:16]([N:19]2[CH2:24][CH2:23][NH:22][CH2:21][CH2:20]2)=[N:17][CH:18]=1.C(N(C(C)C)CC)(C)C. Product: [CH2:5]([O:4][C:2]([N:22]1[CH2:23][CH2:24][N:19]([C:16]2[C:15]([C:25]([F:28])([F:26])[F:27])=[CH:14][C:13]([Br:12])=[CH:18][N:17]=2)[CH2:20][CH2:21]1)=[O:3])[C:6]1[CH:11]=[CH:10][CH:9]=[CH:8][CH:7]=1. The catalyst class is: 4. (6) Reactant: [NH2:1][C:2]1[N:3]([CH3:8])[N:4]=[CH:5][C:6]=1[Br:7].[C:9]1([C:18]2[CH:23]=[CH:22][CH:21]=[CH:20][CH:19]=2)[CH:14]=[CH:13][C:12](B(O)O)=[CH:11][CH:10]=1.C(N(CC)CC)C. Product: [C:9]1([C:18]2[CH:19]=[CH:20][CH:21]=[CH:22][CH:23]=2)[CH:14]=[CH:13][C:12]([NH:1][C:2]2[N:3]([CH3:8])[N:4]=[CH:5][C:6]=2[Br:7])=[CH:11][CH:10]=1. The catalyst class is: 302. (7) Reactant: [NH:1]1[C:9]2[C:4](=[CH:5][CH:6]=[CH:7][CH:8]=2)[C:3]([CH2:10][CH2:11][CH2:12][OH:13])=[CH:2]1.[CH3:14][Si:15]([CH3:22])([CH3:21])N[Si:15]([CH3:22])([CH3:21])[CH3:14].C[Si](C)(C)Cl. Product: [CH3:14][Si:15]([CH3:22])([CH3:21])[O:13][CH2:12][CH2:11][CH2:10][C:3]1[C:4]2[C:9](=[CH:8][CH:7]=[CH:6][CH:5]=2)[NH:1][CH:2]=1. The catalyst class is: 1.